This data is from Full USPTO retrosynthesis dataset with 1.9M reactions from patents (1976-2016). The task is: Predict the reactants needed to synthesize the given product. (1) Given the product [Cl:7]/[CH:8]=[CH:9]/[C:13]1[C:21]2[C:16](=[CH:17][CH:18]=[CH:19][CH:20]=2)[NH:15][CH:14]=1, predict the reactants needed to synthesize it. The reactants are: C1C=CC=CC=1.[Cl:7]/[CH:8]=[CH:9]/Cl.C([C:13]1[C:21]2[C:16](=[CH:17][CH:18]=[CH:19][CH:20]=2)[NH:15][CH:14]=1)=C. (2) Given the product [C:1]([O:5][C:6]([N:8]1[C@H:12]([CH2:13][F:14])[C@@H:11]([C:15]2[CH:16]=[CH:17][C:18]([C:39]3[CH:44]=[N:43][C:42]([CH:45]([CH:50]([CH3:53])[CH3:32])[NH2:46])=[CH:41][CH:40]=3)=[CH:19][CH:20]=2)[O:10][C:9]1([CH3:31])[CH3:30])=[O:7])([CH3:4])([CH3:3])[CH3:2], predict the reactants needed to synthesize it. The reactants are: [C:1]([O:5][C:6]([N:8]1[C@H:12]([CH2:13][F:14])[C@@H:11]([C:15]2[CH:20]=[CH:19][C:18](B3OC(C)(C)C(C)(C)O3)=[CH:17][CH:16]=2)[O:10][C:9]1([CH3:31])[CH3:30])=[O:7])([CH3:4])([CH3:3])[CH3:2].[C:32]([O-])([O-])=O.[Cs+].[Cs+].Br[C:39]1[CH:40]=[CH:41][C:42]([CH2:45][NH:46]C(C)C)=[N:43][CH:44]=1.[CH2:50]([CH2:53]OC)OC.O. (3) Given the product [CH2:1]([N:3]([CH:30]1[CH2:31][CH2:32][O:33][CH2:34][CH2:35]1)[C:4]1[C:19]2[CH2:18][CH:17]=[CH:16][CH:15]([CH2:20][OH:21])[CH2:14][C:13]3[CH:22]=[C:23]([CH3:28])[NH:24][C:25](=[O:26])[C:12]=3[CH2:11][NH:10][C:9](=[O:29])[C:8]=2[CH:7]=[CH:6][CH:5]=1)[CH3:2], predict the reactants needed to synthesize it. The reactants are: [CH2:1]([N:3]([CH:30]1[CH2:35][CH2:34][O:33][CH2:32][CH2:31]1)[C:4]1[C:19]2[CH2:18][CH:17]=[CH:16][CH:15]([CH2:20][OH:21])[CH2:14][C:13]3[CH:22]=[C:23]([CH3:28])[N:24]=[C:25]([O:26]C)[C:12]=3[CH2:11][NH:10][C:9](=[O:29])[C:8]=2[CH:7]=[CH:6][CH:5]=1)[CH3:2].FC(F)(F)C([O-])=O.Cl. (4) Given the product [Cl:29][C:22]1[CH:23]=[N+:24]([O-:28])[CH:25]=[C:26]([Cl:27])[C:21]=1[CH2:20][C@@H:19]([C:30]1[CH:35]=[CH:34][C:33]([O:36][CH:37]([F:38])[F:39])=[C:32]([O:40][CH2:41][CH:42]2[CH2:43][CH2:44]2)[CH:31]=1)[O:18][C:16](=[O:17])[C:15]1[CH:14]=[CH:13][C:12]([S:9](=[O:11])(=[O:10])[NH:8][CH2:47][CH2:48][N:49]([CH3:51])[CH3:50])=[CH:46][CH:45]=1, predict the reactants needed to synthesize it. The reactants are: C(OC([N:8]([CH2:47][CH2:48][N:49]([CH3:51])[CH3:50])[S:9]([C:12]1[CH:46]=[CH:45][C:15]([C:16]([O:18][C@H:19]([C:30]2[CH:35]=[CH:34][C:33]([O:36][CH:37]([F:39])[F:38])=[C:32]([O:40][CH2:41][CH:42]3[CH2:44][CH2:43]3)[CH:31]=2)[CH2:20][C:21]2[C:26]([Cl:27])=[CH:25][N+:24]([O-:28])=[CH:23][C:22]=2[Cl:29])=[O:17])=[CH:14][CH:13]=1)(=[O:11])=[O:10])=O)(C)(C)C.Cl.O1CCOCC1. (5) Given the product [C:7](=[O:9])([O-:10])[NH2:8].[NH4+:1].[C:7](=[O:10])=[O:9].[NH3:8], predict the reactants needed to synthesize it. The reactants are: [N:1]#N.N#N.N.N.[C:7](=[O:10])([O-:9])[NH2:8].[NH4+].